From a dataset of Reaction yield outcomes from USPTO patents with 853,638 reactions. Predict the reaction yield, written as a fraction of the theoretical maximum amount of product (1.0 means a 100% yield; for example, 0.34 means a 34% yield). (1) The reactants are C[O:2][C:3](=[O:39])[C:4]1[CH:9]=[C:8]([C:10]2[CH:11]=[C:12]3[C:18]([C:19]4[CH:24]=[CH:23][CH:22]=[CH:21][C:20]=4[O:25][CH3:26])=[CH:17][N:16](S(C4C=CC(C)=CC=4)(=O)=O)[C:13]3=[N:14][CH:15]=2)[CH:7]=[C:6]([Cl:37])[C:5]=1[OH:38].[OH-].[Na+].Cl. The catalyst is C(O)C. The product is [Cl:37][C:6]1[C:5]([OH:38])=[C:4]([CH:9]=[C:8]([C:10]2[CH:11]=[C:12]3[C:18]([C:19]4[CH:24]=[CH:23][CH:22]=[CH:21][C:20]=4[O:25][CH3:26])=[CH:17][NH:16][C:13]3=[N:14][CH:15]=2)[CH:7]=1)[C:3]([OH:39])=[O:2]. The yield is 1.03. (2) The reactants are [CH2:1]([NH:5][C:6]1[CH:13]=[CH:12][C:9]([C:10]#[N:11])=[CH:8][C:7]=1[N+:14]([O-])=O)[CH2:2][CH:3]=[CH2:4].[Sn](Cl)Cl. The catalyst is C(O)C. The product is [NH2:14][C:7]1[CH:8]=[C:9]([CH:12]=[CH:13][C:6]=1[NH:5][CH2:1][CH2:2][CH:3]=[CH2:4])[C:10]#[N:11]. The yield is 0.920. (3) The reactants are [CH2:1]([CH:3]1[C:12]2=[CH:13][N:14]=[CH:15][CH:16]=[C:11]2[C:10]2[CH:9]=[CH:8][C:7]([O:17][CH2:18][C@@H:19]([N:24]3C(=O)C4C(=CC=CC=4)C3=O)[CH2:20][CH:21]([CH3:23])[CH3:22])=[CH:6][C:5]=2[O:4]1)[CH3:2].NN. The catalyst is C(O)C.C(Cl)Cl. The product is [CH2:1]([CH:3]1[C:12]2=[CH:13][N:14]=[CH:15][CH:16]=[C:11]2[C:10]2[CH:9]=[CH:8][C:7]([O:17][CH2:18][C@@H:19]([NH2:24])[CH2:20][CH:21]([CH3:23])[CH3:22])=[CH:6][C:5]=2[O:4]1)[CH3:2]. The yield is 0.210. (4) The reactants are [CH2:1]([N:3]1[C:11]2[C:6](=[CH:7][CH:8]=[C:9]([O:12][CH3:13])[CH:10]=2)[CH:5]=[CH:4]1)[CH3:2].O=P(Cl)(Cl)Cl.CN([CH:22]=[O:23])C. No catalyst specified. The product is [CH2:1]([N:3]1[C:11]2[C:6](=[CH:7][CH:8]=[C:9]([O:12][CH3:13])[CH:10]=2)[C:5]([CH:22]=[O:23])=[CH:4]1)[CH3:2]. The yield is 0.810.